This data is from Forward reaction prediction with 1.9M reactions from USPTO patents (1976-2016). The task is: Predict the product of the given reaction. (1) Given the reactants [N+:1]([O-:4])([O-])=[O:2].[K+].[F:6][C:7]1[CH:8]=[C:9]([CH:12]=[CH:13][C:14]=1[CH3:15])[C:10]#[N:11], predict the reaction product. The product is: [F:6][C:7]1[CH:8]=[C:9]([CH:12]=[C:13]([N+:1]([O-:4])=[O:2])[C:14]=1[CH3:15])[C:10]#[N:11]. (2) Given the reactants [Cl:1][CH:2]([Cl:5])[CH2:3][OH:4].[S:6](O[S:6]([C:9]([F:12])([F:11])[F:10])(=[O:8])=[O:7])([C:9]([F:12])([F:11])[F:10])(=[O:8])=[O:7], predict the reaction product. The product is: [O:4]([CH2:3][CH:2]([Cl:5])[Cl:1])[S:6]([C:9]([F:12])([F:11])[F:10])(=[O:8])=[O:7]. (3) Given the reactants [CH3:1][O:2][C:3]1[CH:12]=[C:11]([CH3:13])[C:10]2[NH:9][C:8](=[O:14])[C:7]3[S:15][CH:16]=[CH:17][C:6]=3[C:5]=2[C:4]=1[C:18]1[CH:23]=[CH:22][C:21]([CH:24]([CH:35]([CH3:37])[CH3:36])[CH2:25][N:26](C)[C:27](=O)OC(C)(C)C)=[CH:20][CH:19]=1.[ClH:38], predict the reaction product. The product is: [ClH:38].[CH3:1][O:2][C:3]1[CH:12]=[C:11]([CH3:13])[C:10]2[NH:9][C:8](=[O:14])[C:7]3[S:15][CH:16]=[CH:17][C:6]=3[C:5]=2[C:4]=1[C:18]1[CH:23]=[CH:22][C:21]([CH:24]([CH:35]([CH3:37])[CH3:36])[CH2:25][NH:26][CH3:27])=[CH:20][CH:19]=1. (4) Given the reactants [Br-].[Br:2][C:3]1[CH:28]=[CH:27][C:6]([CH2:7][P+](C2C=CC=CC=2)(C2C=CC=CC=2)C2C=CC=CC=2)=[CH:5][CH:4]=1.[H-].[Na+].[Cl:31][C:32]1[CH:39]=[CH:38][C:35]([CH:36]=O)=[CH:34][CH:33]=1, predict the reaction product. The product is: [Br:2][C:3]1[CH:4]=[CH:5][C:6]([CH:7]=[CH:36][C:35]2[CH:38]=[CH:39][C:32]([Cl:31])=[CH:33][CH:34]=2)=[CH:27][CH:28]=1. (5) Given the reactants Cl[C:2]1[N:7]=[C:6]([NH:8][C:9]2[CH:14]=[CH:13][C:12]([O:15][CH3:16])=[CH:11][C:10]=2[N:17]2[CH:21]=[CH:20][CH:19]=[N:18]2)[C:5]([Cl:22])=[CH:4][N:3]=1.[NH2:23][C:24]1[CH:37]=[CH:36][C:27]2[N:28]([CH2:34][CH3:35])[C:29](=[O:33])[CH2:30][CH2:31][CH2:32][C:26]=2[C:25]=1[O:38][CH3:39], predict the reaction product. The product is: [Cl:22][C:5]1[C:6]([NH:8][C:9]2[CH:14]=[CH:13][C:12]([O:15][CH3:16])=[CH:11][C:10]=2[N:17]2[CH:21]=[CH:20][CH:19]=[N:18]2)=[N:7][C:2]([NH:23][C:24]2[CH:37]=[CH:36][C:27]3[N:28]([CH2:34][CH3:35])[C:29](=[O:33])[CH2:30][CH2:31][CH2:32][C:26]=3[C:25]=2[O:38][CH3:39])=[N:3][CH:4]=1. (6) Given the reactants [Cl:1][C:2]1[N:10]=[CH:9][CH:8]=[C:7]([C:11]2[CH:16]=[CH:15][C:14]([Cl:17])=[CH:13][CH:12]=2)[C:3]=1[C:4](O)=[O:5].S(Cl)(Cl)=O, predict the reaction product. The product is: [Cl:1][C:2]1[C:3]([CH2:4][OH:5])=[C:7]([C:11]2[CH:16]=[CH:15][C:14]([Cl:17])=[CH:13][CH:12]=2)[CH:8]=[CH:9][N:10]=1. (7) Given the reactants [CH3:1][C@H:2]1[O:6][C:5](=[O:7])[NH:4][CH2:3]1.[C:8]([O:12][C:13]([N:15]1[CH2:20][C@H:19]([CH2:21]Cl)[N:18]([CH2:23][C:24]([N:26]2[C:34]3[C:29](=[N:30][CH:31]=[C:32]([CH2:35][C:36]4[CH:41]=[CH:40][C:39]([F:42])=[CH:38][CH:37]=4)[CH:33]=3)[C:28]([CH3:44])([CH3:43])[CH2:27]2)=[O:25])[CH2:17][C@H:16]1[CH3:45])=[O:14])([CH3:11])([CH3:10])[CH3:9].[I-].[K+].C(=O)([O-])[O-].[K+].[K+], predict the reaction product. The product is: [C:8]([O:12][C:13]([N:15]1[CH2:20][C@H:19]([CH2:21][N:4]2[CH2:3][C@@H:2]([CH3:1])[O:6][C:5]2=[O:7])[N:18]([CH2:23][C:24]([N:26]2[C:34]3[C:29](=[N:30][CH:31]=[C:32]([CH2:35][C:36]4[CH:37]=[CH:38][C:39]([F:42])=[CH:40][CH:41]=4)[CH:33]=3)[C:28]([CH3:43])([CH3:44])[CH2:27]2)=[O:25])[CH2:17][C@H:16]1[CH3:45])=[O:14])([CH3:9])([CH3:10])[CH3:11].